From a dataset of Forward reaction prediction with 1.9M reactions from USPTO patents (1976-2016). Predict the product of the given reaction. (1) Given the reactants [OH:1][CH2:2][CH2:3][C:4]#[N:5].CCN(CC)CC.[CH3:13][C:14]([Si:17](Cl)([C:24]1[CH:29]=[CH:28][CH:27]=[CH:26][CH:25]=1)[C:18]1[CH:23]=[CH:22][CH:21]=[CH:20][CH:19]=1)([CH3:16])[CH3:15], predict the reaction product. The product is: [Si:17]([O:1][CH2:2][CH2:3][C:4]#[N:5])([C:14]([CH3:16])([CH3:15])[CH3:13])([C:24]1[CH:25]=[CH:26][CH:27]=[CH:28][CH:29]=1)[C:18]1[CH:23]=[CH:22][CH:21]=[CH:20][CH:19]=1. (2) Given the reactants [C:1]([C:5]1[N:9]([CH2:10][CH2:11][C:12]2[CH:17]=[CH:16][CH:15]=[CH:14][C:13]=2[O:18]C)[C:8]([CH3:20])=[C:7]([C:21]([N:23]=[C:24]([NH2:26])[NH2:25])=[O:22])[CH:6]=1)([CH3:4])([CH3:3])[CH3:2].[Cl:27]CCl.B(Br)(Br)Br.CO.C(OCC)(=O)C, predict the reaction product. The product is: [ClH:27].[C:1]([C:5]1[N:9]([CH2:10][CH2:11][C:12]2[CH:17]=[CH:16][CH:15]=[CH:14][C:13]=2[OH:18])[C:8]([CH3:20])=[C:7]([C:21]([N:23]=[C:24]([NH2:25])[NH2:26])=[O:22])[CH:6]=1)([CH3:4])([CH3:2])[CH3:3]. (3) Given the reactants [CH2:1]([O:8][CH:9]1[CH:14]([O:15][CH2:16][C:17]2[CH:22]=[CH:21][CH:20]=[CH:19][CH:18]=2)[CH:13]([O:23][CH2:24][C:25]2[CH:30]=[CH:29][CH:28]=[CH:27][CH:26]=2)[CH:12]([C:31]([CH3:39])([CH3:38])[O:32][SiH2:33][C:34]([CH3:37])([CH3:36])[CH3:35])[O:11][CH:10]1[CH2:40][CH2:41][CH2:42]O)[C:2]1[CH:7]=[CH:6][CH:5]=[CH:4][CH:3]=1.C(N(CC)CC)C.CS(Cl)(=O)=O.[N-:56]=[N+:57]=[N-:58].[Na+], predict the reaction product. The product is: [CH2:1]([O:8][CH:9]1[CH:14]([O:15][CH2:16][C:17]2[CH:22]=[CH:21][CH:20]=[CH:19][CH:18]=2)[CH:13]([O:23][CH2:24][C:25]2[CH:30]=[CH:29][CH:28]=[CH:27][CH:26]=2)[CH:12]([C:31]([CH3:39])([CH3:38])[O:32][SiH2:33][C:34]([CH3:37])([CH3:36])[CH3:35])[O:11][CH:10]1[CH2:40][CH2:41][CH2:42][N:56]=[N+:57]=[N-:58])[C:2]1[CH:7]=[CH:6][CH:5]=[CH:4][CH:3]=1. (4) Given the reactants CC([NH:4][C:5]1[CH:10]=[CH:9][C:8]([C:11]2[CH:16]=[C:15]([C:17]3[N:21]4[CH:22]=[CH:23][CH:24]=[CH:25][C:20]4=[N:19][C:18]=3[C:26]3[CH:31]=[CH:30][CH:29]=[C:28]([CH3:32])[N:27]=3)[CH:14]=[CH:13][N:12]=2)=[CH:7][CH:6]=1)=O.[OH-].[Na+], predict the reaction product. The product is: [CH3:32][C:28]1[N:27]=[C:26]([C:18]2[N:19]=[C:20]3[CH:25]=[CH:24][CH:23]=[CH:22][N:21]3[C:17]=2[C:15]2[CH:14]=[CH:13][N:12]=[C:11]([C:8]3[CH:7]=[CH:6][C:5]([NH2:4])=[CH:10][CH:9]=3)[CH:16]=2)[CH:31]=[CH:30][CH:29]=1. (5) Given the reactants [Cl:1][C:2]1[CH:31]=[CH:30][C:5]([CH2:6][N:7]2[C:15]3[C:10](=[CH:11][C:12](/[CH:16]=[C:17]4/[C:18](=[O:29])[N:19]([CH2:23][C@@H:24]5[CH2:28][CH2:27][NH:26][CH2:25]5)[C:20](=[O:22])[S:21]/4)=[CH:13][CH:14]=3)[CH:9]=[N:8]2)=[C:4]([C:32]([F:35])([F:34])[F:33])[CH:3]=1.Br[CH2:37][C:38]([NH2:40])=[O:39], predict the reaction product. The product is: [Cl:1][C:2]1[CH:31]=[CH:30][C:5]([CH2:6][N:7]2[C:15]3[C:10](=[CH:11][C:12](/[CH:16]=[C:17]4/[C:18](=[O:29])[N:19]([CH2:23][C@@H:24]5[CH2:28][CH2:27][N:26]([CH2:37][C:38]([NH2:40])=[O:39])[CH2:25]5)[C:20](=[O:22])[S:21]/4)=[CH:13][CH:14]=3)[CH:9]=[N:8]2)=[C:4]([C:32]([F:35])([F:33])[F:34])[CH:3]=1.